This data is from Forward reaction prediction with 1.9M reactions from USPTO patents (1976-2016). The task is: Predict the product of the given reaction. Given the reactants C(OC(=O)[NH:7][CH:8]1[CH2:13][CH2:12][N:11]([S:14]([C:17]2[CH:22]=[CH:21][C:20]([C:23](=[O:33])[NH:24][CH2:25][CH2:26][C:27]3[CH:32]=[CH:31][CH:30]=[CH:29][CH:28]=3)=[C:19]([F:34])[CH:18]=2)(=[O:16])=[O:15])[CH2:10][CH2:9]1)(C)(C)C.Cl, predict the reaction product. The product is: [NH2:7][CH:8]1[CH2:9][CH2:10][N:11]([S:14]([C:17]2[CH:22]=[CH:21][C:20]([C:23]([NH:24][CH2:25][CH2:26][C:27]3[CH:28]=[CH:29][CH:30]=[CH:31][CH:32]=3)=[O:33])=[C:19]([F:34])[CH:18]=2)(=[O:15])=[O:16])[CH2:12][CH2:13]1.